The task is: Regression. Given a peptide amino acid sequence and an MHC pseudo amino acid sequence, predict their binding affinity value. This is MHC class II binding data.. This data is from Peptide-MHC class II binding affinity with 134,281 pairs from IEDB. (1) The peptide sequence is DDLMGSRSNFDSTLI. The MHC is DRB1_0401 with pseudo-sequence DRB1_0401. The binding affinity (normalized) is 0.524. (2) The peptide sequence is EKKYFAATQFEPLHA. The binding affinity (normalized) is 0.893. The MHC is HLA-DPA10103-DPB10601 with pseudo-sequence HLA-DPA10103-DPB10601.